Task: Predict the reaction yield, written as a fraction of the theoretical maximum amount of product (1.0 means a 100% yield; for example, 0.34 means a 34% yield).. Dataset: Reaction yield outcomes from USPTO patents with 853,638 reactions (1) The reactants are [Cl:1][C:2]1[C:3]([F:31])=[C:4]([CH:8]2[C:12]([C:15]3[CH:20]=[CH:19][C:18]([Cl:21])=[CH:17][C:16]=3[F:22])([C:13]#[N:14])[CH:11]([CH2:23][C:24]([CH3:27])([CH3:26])[CH3:25])[NH:10][CH:9]2[C:28](O)=[O:29])[CH:5]=[CH:6][CH:7]=1.[NH2:32][C:33]1[CH:38]=[CH:37][C:36]([C:39](=[O:41])[CH3:40])=[CH:35][CH:34]=1.CN(C(ON1N=NC2C=CC=NC1=2)=[N+](C)C)C.F[P-](F)(F)(F)(F)F.CCN(C(C)C)C(C)C. The catalyst is C(Cl)Cl. The product is [C:39]([C:36]1[CH:37]=[CH:38][C:33]([NH:32][C:28]([CH:9]2[CH:8]([C:4]3[CH:5]=[CH:6][CH:7]=[C:2]([Cl:1])[C:3]=3[F:31])[C:12]([C:15]3[CH:20]=[CH:19][C:18]([Cl:21])=[CH:17][C:16]=3[F:22])([C:13]#[N:14])[CH:11]([CH2:23][C:24]([CH3:25])([CH3:26])[CH3:27])[NH:10]2)=[O:29])=[CH:34][CH:35]=1)(=[O:41])[CH3:40]. The yield is 0.270. (2) The reactants are C1(S([N:10]2[C:14]3=[N:15][CH:16]=[CH:17][CH:18]=[C:13]3[CH:12]=[C:11]2[C:19]([C:26]2[CH:35]=[CH:34][C:29]3[O:30][CH2:31][CH2:32][O:33][C:28]=3[CH:27]=2)=[CH:20][CH:21]2[CH2:25][CH2:24][CH2:23][CH2:22]2)(=O)=O)C=CC=CC=1.[OH-].[Na+]. The catalyst is C(O)C.O1CCCC1.C(OCC)(=O)C. The product is [CH:21]1([CH:20]=[C:19]([C:11]2[NH:10][C:14]3=[N:15][CH:16]=[CH:17][CH:18]=[C:13]3[CH:12]=2)[C:26]2[CH:35]=[CH:34][C:29]3[O:30][CH2:31][CH2:32][O:33][C:28]=3[CH:27]=2)[CH2:25][CH2:24][CH2:23][CH2:22]1. The yield is 0.870. (3) The reactants are CS(C)=[O:3].[OH-].[Na+].OO.[NH2:9][C:10]1([C:31]#[N:32])[CH2:15][CH2:14][N:13]([S:16](/[CH:19]=[CH:20]/[C:21]2[C:26]([CH3:27])=[CH:25][C:24]([NH:28][CH3:29])=[CH:23][C:22]=2[CH3:30])(=[O:18])=[O:17])[CH2:12][CH2:11]1.[O-]S([O-])(=S)=O.[Na+].[Na+]. The catalyst is CO. The product is [NH2:9][C:10]1([C:31]([NH2:32])=[O:3])[CH2:15][CH2:14][N:13]([S:16](/[CH:19]=[CH:20]/[C:21]2[C:22]([CH3:30])=[CH:23][C:24]([NH:28][CH3:29])=[CH:25][C:26]=2[CH3:27])(=[O:17])=[O:18])[CH2:12][CH2:11]1. The yield is 0.700. (4) The reactants are [F:1][C:2]([F:12])([F:11])[C:3]1[CH:4]=[C:5]([CH:8]=[CH:9][CH:10]=1)[CH2:6][NH2:7].[C:13]([C:15]1[CH:16]=[C:17]([NH:21][C:22](=[O:34])[NH:23][C:24]2[CH:29]=[CH:28][C:27]([S:30](Cl)(=[O:32])=[O:31])=[CH:26][CH:25]=2)[CH:18]=[CH:19][CH:20]=1)#[N:14].C(N(CC)CC)C. The catalyst is C(#N)C. The product is [C:13]([C:15]1[CH:16]=[C:17]([NH:21][C:22](=[O:34])[NH:23][C:24]2[CH:29]=[CH:28][C:27]([S:30]([NH:7][CH2:6][C:5]3[CH:8]=[CH:9][CH:10]=[C:3]([C:2]([F:11])([F:12])[F:1])[CH:4]=3)(=[O:31])=[O:32])=[CH:26][CH:25]=2)[CH:18]=[CH:19][CH:20]=1)#[N:14]. The yield is 0.970. (5) The reactants are C(=O)([O-])[O-].[K+].[K+].[I-].[K+].[CH2:9]([C:13]1[O:14][C:15]2[CH:30]=[CH:29][C:28]([N+:31]([O-:33])=[O:32])=[CH:27][C:16]=2[C:17]=1[C:18](=[O:26])[C:19]1[CH:24]=[CH:23][C:22]([OH:25])=[CH:21][CH:20]=1)[CH2:10][CH2:11][CH3:12].Cl[CH2:35][CH2:36][CH2:37][OH:38]. The catalyst is [Br-].C([N+](CCCC)(CCCC)CCCC)CCC.CN(C=O)C. The product is [CH2:9]([C:13]1[O:14][C:15]2[CH:30]=[CH:29][C:28]([N+:31]([O-:33])=[O:32])=[CH:27][C:16]=2[C:17]=1[C:18]([C:19]1[CH:20]=[CH:21][C:22]([O:25][CH2:35][CH2:36][CH2:37][OH:38])=[CH:23][CH:24]=1)=[O:26])[CH2:10][CH2:11][CH3:12]. The yield is 0.690. (6) The reactants are [F:1][C:2]1[CH:10]=[C:9]([C:11]([F:14])([F:13])[F:12])[CH:8]=[CH:7][C:3]=1[C:4](Cl)=[O:5].[CH3:15][O:16][C:17]1[CH:22]=[C:21]([NH2:23])[CH:20]=[CH:19][N:18]=1.N1C=CC=CC=1.Cl. The catalyst is ClCCl. The product is [F:1][C:2]1[CH:10]=[C:9]([C:11]([F:14])([F:13])[F:12])[CH:8]=[CH:7][C:3]=1[C:4]([NH:23][C:21]1[CH:20]=[CH:19][N:18]=[C:17]([O:16][CH3:15])[CH:22]=1)=[O:5]. The yield is 0.740. (7) The yield is 0.870. The reactants are C(OC([NH:8][CH2:9][CH2:10][NH:11][S:12]([C:15]1[C:16]([OH:33])=[C:17]([NH:22][C:23]([NH:25][C:26]2[CH:31]=[CH:30][CH:29]=[CH:28][C:27]=2[Cl:32])=[O:24])[CH:18]=[CH:19][C:20]=1[Cl:21])(=[O:14])=[O:13])=O)(C)(C)C.[F:34][C:35]([F:40])([F:39])[C:36]([OH:38])=[O:37]. No catalyst specified. The product is [F:34][C:35]([F:40])([F:39])[C:36]([OH:38])=[O:37].[NH2:8][CH2:9][CH2:10][NH:11][S:12]([C:15]1[C:16]([OH:33])=[C:17]([NH:22][C:23]([NH:25][C:26]2[CH:31]=[CH:30][CH:29]=[CH:28][C:27]=2[Cl:32])=[O:24])[CH:18]=[CH:19][C:20]=1[Cl:21])(=[O:13])=[O:14].